Dataset: Forward reaction prediction with 1.9M reactions from USPTO patents (1976-2016). Task: Predict the product of the given reaction. (1) Given the reactants [CH3:1][S:2]([CH3:4])=O.C(OC(=O)C)(=O)C.[CH3:12][C:13]1[CH:14]=[CH:15][CH:16]=[CH:17][C:18]=1[C:19]([NH:21][C:22]1[CH:23]=[CH:24][C:25]([C:29]([N:31]2[C:37]3[CH:38]=[CH:39][C:40]([Cl:42])=[CH:41][C:36]=3[CH:35]([OH:43])[CH2:34][CH2:33][CH2:32]2)=[O:30])=[C:26]([CH3:28])[CH:27]=1)=[O:20].[OH-].[Na+], predict the reaction product. The product is: [Cl:42][C:40]1[CH:39]=[CH:38][C:37]2[N:31]([C:29](=[O:30])[C:25]3[CH:24]=[CH:23][C:22]([NH:21][C:19](=[O:20])[C:18]4[CH:17]=[CH:16][CH:15]=[CH:14][C:13]=4[CH3:12])=[CH:27][C:26]=3[CH3:28])[CH2:32][CH2:33][CH2:34][CH:35]([O:43][CH2:1][S:2][CH3:4])[C:36]=2[CH:41]=1. (2) Given the reactants [NH:1]1[C:9]2[C:4](=[CH:5][CH:6]=[CH:7][CH:8]=2)[CH:3]=[CH:2]1.[H-].[Na+].[Cl:12][C:13]1[N:18]=[C:17](Cl)[C:16]([F:20])=[CH:15][N:14]=1.O, predict the reaction product. The product is: [Cl:12][C:13]1[N:18]=[C:17]([N:1]2[C:9]3[C:4](=[CH:5][CH:6]=[CH:7][CH:8]=3)[CH:3]=[CH:2]2)[C:16]([F:20])=[CH:15][N:14]=1. (3) Given the reactants [C:1]([C:4]1[CH:9]=[CH:8][C:7](B(O)O)=[CH:6][CH:5]=1)([OH:3])=O.CC1(C)C(C)(C)OB([C:21]2[CH:29]=[CH:28][C:24]([C:25]([NH2:27])=[O:26])=[CH:23][CH:22]=2)O1.[NH3:31], predict the reaction product. The product is: [OH:3][CH2:1][C:4]1[CH:9]=[C:8]2[C:7]([CH2:28][C:24]3[C:25]([C:21]4[CH:22]=[CH:23][C:24]([C:25]([NH2:27])=[O:26])=[CH:28][CH:29]=4)=[N:27][NH:31][C:23]=32)=[CH:6][CH:5]=1. (4) Given the reactants Cl[C:2]1[C:3]2[N:11]([CH2:12][O:13][CH2:14][CH2:15][Si:16]([CH3:19])([CH3:18])[CH3:17])[C:10]([CH3:20])=[C:9]([C:21]([O:23][CH3:24])=[O:22])[C:4]=2[N:5]=[C:6]([CH3:8])[N:7]=1.[CH:25]1([CH2:28][O:29][C:30]2[CH:35]=[CH:34][C:33]([CH3:36])=[CH:32][C:31]=2B2OC(C)(C)C(C)(C)O2)[CH2:27][CH2:26]1, predict the reaction product. The product is: [CH:25]1([CH2:28][O:29][C:30]2[CH:31]=[CH:32][C:33]([CH3:36])=[CH:34][C:35]=2[C:2]2[C:3]3[N:11]([CH2:12][O:13][CH2:14][CH2:15][Si:16]([CH3:19])([CH3:18])[CH3:17])[C:10]([CH3:20])=[C:9]([C:21]([O:23][CH3:24])=[O:22])[C:4]=3[N:5]=[C:6]([CH3:8])[N:7]=2)[CH2:26][CH2:27]1. (5) The product is: [Br:1][C:2]1[CH:3]=[CH:4][C:5]([C:8]([C@H:11]2[CH2:12][CH2:13][C@H:14]([C:17]([O:19][CH3:20])=[O:18])[CH2:15][CH2:16]2)([O:29][CH3:28])[CH3:9])=[N:6][CH:7]=1. Given the reactants [Br:1][C:2]1[CH:3]=[CH:4][C:5]([CH:8]([C@H:11]2[CH2:16][CH2:15][C@H:14]([C:17]([O:19][CH3:20])=[O:18])[CH2:13][CH2:12]2)[CH2:9]O)=[N:6][CH:7]=1.[H-].[Na+].CI.CN([CH:28]=[O:29])C, predict the reaction product. (6) Given the reactants B(O)(O)[C@H]1[N:6](C([C@@H](N)C(C)C)=O)CCC1.[CH3:16][S:17]([OH:20])(=[O:19])=[O:18].[CH3:21][C:22]1[O:26][C:25]([C:27]2[CH:32]=[CH:31][CH:30]=[CH:29][CH:28]=2)=[N:24][C:23]=1[CH2:33][CH2:34]OS(C)(=O)=O.N, predict the reaction product. The product is: [S:17]([O-:20])(=[O:19])(=[O:18])[CH3:16].[CH3:21][C:22]1[O:26][C:25]([C:27]2[CH:32]=[CH:31][CH:30]=[CH:29][CH:28]=2)=[N:24][C:23]=1[CH2:33][CH2:34][NH3+:6]. (7) Given the reactants [Cl:1][C:2]1[CH:16]=[CH:15][CH:14]=[C:13]2[C:3]=1[CH:4]([OH:23])[CH:5]([C:18](OCC)=[O:19])[C:6](=[O:17])[C:7]12[CH2:12][CH2:11][O:10][CH2:9][CH2:8]1.Cl.[NH2:25][CH2:26][C:27]([O:29][C:30]([CH3:33])([CH3:32])[CH3:31])=[O:28].C(N(C(C)C)C(C)C)C, predict the reaction product. The product is: [C:30]([O:29][C:27](=[O:28])[CH2:26][NH:25][C:18]([C:5]1[C:4](=[O:23])[C:3]2[C:13](=[CH:14][CH:15]=[CH:16][C:2]=2[Cl:1])[C:7]2([CH2:12][CH2:11][O:10][CH2:9][CH2:8]2)[C:6]=1[OH:17])=[O:19])([CH3:33])([CH3:32])[CH3:31]. (8) Given the reactants [C@@:1]12([C:8]3[NH:12][C:11]4[CH:13]=[CH:14][CH:15]=[C:16]([C:17]([NH2:19])=[O:18])[C:10]=4[N:9]=3)[CH2:7][C@@H:4]([CH2:5][CH2:6]1)[CH2:3][NH:2]2.C=O.[C:22]([BH3-])#N.[Na+], predict the reaction product. The product is: [CH3:22][N:2]1[CH2:3][C@H:4]2[CH2:7][C@:1]1([C:8]1[NH:12][C:11]3[CH:13]=[CH:14][CH:15]=[C:16]([C:17]([NH2:19])=[O:18])[C:10]=3[N:9]=1)[CH2:6][CH2:5]2.